Dataset: Ames mutagenicity test results for genotoxicity prediction. Task: Regression/Classification. Given a drug SMILES string, predict its toxicity properties. Task type varies by dataset: regression for continuous values (e.g., LD50, hERG inhibition percentage) or binary classification for toxic/non-toxic outcomes (e.g., AMES mutagenicity, cardiotoxicity, hepatotoxicity). Dataset: ames. (1) The drug is Nc1ncnc2c1ncn2Cc1ccccc1. The result is 1 (mutagenic). (2) The drug is OC(c1ccc2c(c1)OCO2)C1CO1. The result is 1 (mutagenic). (3) The compound is O=NN1CCCC1. The result is 1 (mutagenic). (4) The molecule is O[C@H]1C=C2c3cc4ccccc4cc3-c3cccc(c32)[C@@H]1O. The result is 1 (mutagenic). (5) The compound is SCc1ccccc1. The result is 0 (non-mutagenic). (6) The drug is COC1=C[C@@H]2[C@@H]3Cc4ccc(OC)c(O)c4[C@]2(CCN3C)CC1=O. The result is 0 (non-mutagenic).